This data is from Full USPTO retrosynthesis dataset with 1.9M reactions from patents (1976-2016). The task is: Predict the reactants needed to synthesize the given product. (1) The reactants are: [C:1]([C:4]1[CH:5]=[C:6]([CH:9]=[CH:10][CH:11]=1)[C:7]#[N:8])(=O)[CH3:2].[N:12]1[NH:13][C:14](=[O:18])[CH:15]=CC=1. Given the product [O:18]=[C:14]1[NH:13][N:12]=[C:1]([C:4]2[CH:5]=[C:6]([CH:9]=[CH:10][CH:11]=2)[C:7]#[N:8])[CH:2]=[CH:15]1, predict the reactants needed to synthesize it. (2) Given the product [OH:8][C:4]1[CH:3]=[C:2]([C:15]2[CH:14]=[CH:13][CH:12]=[C:11]([CH:9]=[O:10])[CH:16]=2)[CH:7]=[CH:6][CH:5]=1, predict the reactants needed to synthesize it. The reactants are: Br[C:2]1[CH:3]=[C:4]([OH:8])[CH:5]=[CH:6][CH:7]=1.[CH:9]([C:11]1[CH:12]=[C:13](B(O)O)[CH:14]=[CH:15][CH:16]=1)=[O:10]. (3) Given the product [CH2:1]([O:8][C@H:9]1[C@H:15]([O:16][CH2:17][C:18]2[CH:19]=[CH:20][CH:21]=[CH:22][CH:23]=2)[C@H:14]([O:24][CH2:25][C:26]2[CH:31]=[CH:30][CH:29]=[CH:28][CH:27]=2)[C@H:13]([CH3:32])[O:12][CH:10]1[OH:11])[C:2]1[CH:3]=[CH:4][CH:5]=[CH:6][CH:7]=1.[N+:33]([C:36]1[CH:37]=[CH:38][C:39]([C:40]([O-:42])=[O:41])=[CH:43][CH:44]=1)([O-:35])=[O:34].[CH2:1]([O:8][C@H:9]1[C@H:15]([O:16][CH2:17][C:18]2[CH:23]=[CH:22][CH:21]=[CH:20][CH:19]=2)[C@H:14]([O:24][CH2:25][C:26]2[CH:31]=[CH:30][CH:29]=[CH:28][CH:27]=2)[C@H:13]([CH3:32])[O:12][C@H:10]1[Br:45])[C:2]1[CH:7]=[CH:6][CH:5]=[CH:4][CH:3]=1, predict the reactants needed to synthesize it. The reactants are: [CH2:1]([O:8][C@H:9]1[C@H:15]([O:16][CH2:17][C:18]2[CH:23]=[CH:22][CH:21]=[CH:20][CH:19]=2)[C@H:14]([O:24][CH2:25][C:26]2[CH:31]=[CH:30][CH:29]=[CH:28][CH:27]=2)[C@H:13]([CH3:32])[O:12][CH:10]1[OH:11])[C:2]1[CH:7]=[CH:6][CH:5]=[CH:4][CH:3]=1.[N+:33]([C:36]1[CH:44]=[CH:43][C:39]([C:40]([O-:42])=[O:41])=[CH:38][CH:37]=1)([O-:35])=[O:34].[BrH:45]. (4) The reactants are: [NH2:1][C:2]1[NH:6][N:5]=[CH:4][C:3]=1[C:7]#[N:8].[CH2:9]([N:11]1[C:19]2[C:14](=[CH:15][CH:16]=[C:17]([C:20](=O)[CH2:21][C:22](OCC)=[O:23])[CH:18]=2)[CH:13]=[N:12]1)[CH3:10]. Given the product [CH2:9]([N:11]1[C:19]2[C:14](=[CH:15][CH:16]=[C:17]([C:20]3[NH:1][C:2]4[N:6]([N:5]=[CH:4][C:3]=4[C:7]#[N:8])[C:22](=[O:23])[CH:21]=3)[CH:18]=2)[CH:13]=[N:12]1)[CH3:10], predict the reactants needed to synthesize it. (5) Given the product [CH3:5][CH:6]([N:8]1[C:12]([C:13]([Cl:3])=[O:15])=[CH:11][CH:10]=[N:9]1)[CH3:7], predict the reactants needed to synthesize it. The reactants are: S(Cl)([Cl:3])=O.[CH3:5][CH:6]([N:8]1[C:12]([C:13]([OH:15])=O)=[CH:11][CH:10]=[N:9]1)[CH3:7]. (6) Given the product [SH:13][C:12]1[O:8][C:7]2[C:2]([N:1]=1)=[N:3][CH:4]=[CH:5][CH:6]=2, predict the reactants needed to synthesize it. The reactants are: [NH2:1][C:2]1[C:7]([OH:8])=[CH:6][CH:5]=[CH:4][N:3]=1.CCO[C:12]([S-])=[S:13].[K+].